This data is from Full USPTO retrosynthesis dataset with 1.9M reactions from patents (1976-2016). The task is: Predict the reactants needed to synthesize the given product. (1) Given the product [Br:1][C:2]1[CH:10]=[C:9]2[C:5]([CH2:6][C:7](=[O:12])[N:8]2[CH3:11])=[CH:4][CH:3]=1, predict the reactants needed to synthesize it. The reactants are: [Br:1][C:2]1[CH:10]=[C:9]2[C:5]([C:6](=O)[C:7](=[O:12])[N:8]2[CH3:11])=[CH:4][CH:3]=1.O.NN. (2) Given the product [CH3:1][C:2]1[C:7]([CH3:8])=[CH:6][CH:5]=[CH:4][C:3]=1[O:9][CH:17]([CH3:19])[CH3:18], predict the reactants needed to synthesize it. The reactants are: [CH3:1][C:2]1[C:7]([CH3:8])=[CH:6][CH:5]=[CH:4][C:3]=1[OH:9].C(=O)([O-])[O-].[K+].[K+].Br[CH:17]([CH3:19])[CH3:18]. (3) The reactants are: [CH3:1][C:2]1[CH:7]=[C:6]([CH3:8])[CH:5]=[CH:4][C:3]=1[C:9]1[C:18]2[C:13](=[CH:14][CH:15]=[CH:16][CH:17]=2)[C:12](=[O:19])[N:11]([CH3:20])[C:10]=1[CH:21]([OH:26])[C:22]([O:24][CH3:25])=[O:23].[Li+].C[Si]([N-][Si](C)(C)C)(C)C.I[CH2:38][CH3:39]. Given the product [CH3:1][C:2]1[CH:7]=[C:6]([CH3:8])[CH:5]=[CH:4][C:3]=1[C:9]1[C:18]2[C:13](=[CH:14][CH:15]=[CH:16][CH:17]=2)[C:12](=[O:19])[N:11]([CH3:20])[C:10]=1[CH:21]([O:26][CH2:38][CH3:39])[C:22]([O:24][CH3:25])=[O:23], predict the reactants needed to synthesize it. (4) Given the product [CH2:8]([O:7][C:1](=[O:6])[C:2](=[O:4])[CH2:20][C:19]([C:16]1[CH:15]=[CH:14][C:13]([Cl:12])=[CH:18][N:17]=1)=[O:21])[CH3:9], predict the reactants needed to synthesize it. The reactants are: [C:1]([O:7][CH3:8])(=[O:6])[C:2]([O:4]C)=O.[CH3:9][O-].[Na+].[Cl:12][C:13]1[CH:14]=[CH:15][C:16]([C:19](=[O:21])[CH3:20])=[N:17][CH:18]=1.O.